This data is from Peptide-MHC class II binding affinity with 134,281 pairs from IEDB. The task is: Regression. Given a peptide amino acid sequence and an MHC pseudo amino acid sequence, predict their binding affinity value. This is MHC class II binding data. (1) The peptide sequence is QNSLSTEWSPCSVA. The MHC is DRB1_0401 with pseudo-sequence DRB1_0401. The binding affinity (normalized) is 0.393. (2) The peptide sequence is SVRFSWLSLLVPFVQWF. The MHC is DRB1_0901 with pseudo-sequence DRB1_0901. The binding affinity (normalized) is 0.639. (3) The peptide sequence is YDKFLANVSTVLTAK. The MHC is DRB3_0202 with pseudo-sequence DRB3_0202. The binding affinity (normalized) is 0.993. (4) The binding affinity (normalized) is 0.443. The peptide sequence is WMIHTLEALDYKECE. The MHC is DRB3_0301 with pseudo-sequence DRB3_0301.